From a dataset of Reaction yield outcomes from USPTO patents with 853,638 reactions. Predict the reaction yield, written as a fraction of the theoretical maximum amount of product (1.0 means a 100% yield; for example, 0.34 means a 34% yield). (1) The reactants are [CH3:1][O:2][C:3]1[CH:24]=[CH:23][C:6]([CH2:7][O:8][C:9]2[C:18]3[C:13](=[C:14]([Cl:21])[C:15]([O:19][CH3:20])=[CH:16][CH:17]=3)[N:12]=[C:11](Cl)[CH:10]=2)=[CH:5][CH:4]=1.C([Sn](CCCC)(CCCC)[C:30]1[S:31][CH:32]=[C:33]([CH3:35])[N:34]=1)CCC.C(=O)([O-])[O-].[K+].[K+]. The catalyst is CN(C=O)C.Cl[Pd](Cl)([P](C1C=CC=CC=1)(C1C=CC=CC=1)C1C=CC=CC=1)[P](C1C=CC=CC=1)(C1C=CC=CC=1)C1C=CC=CC=1. The product is [CH3:1][O:2][C:3]1[CH:24]=[CH:23][C:6]([CH2:7][O:8][C:9]2[C:18]3[C:13](=[C:14]([Cl:21])[C:15]([O:19][CH3:20])=[CH:16][CH:17]=3)[N:12]=[C:11]([C:30]3[S:31][CH:32]=[C:33]([CH3:35])[N:34]=3)[CH:10]=2)=[CH:5][CH:4]=1. The yield is 0.650. (2) The reactants are [CH3:1][C:2]1[C:3]([C:11]2[S:15][C:14]([C:16]([OH:18])=O)=[CH:13][CH:12]=2)=[N:4][O:5][C:6]=1[C:7]([F:10])([F:9])[F:8].NC1C=CN=CC=1Cl.C1COCC1.[N:32]12[CH2:40][CH2:39][CH2:38][C@H:37]1[CH2:36][NH:35][CH2:34][CH2:33]2. The catalyst is C(N(CC)CC)C. The product is [CH2:36]1[N:35]([C:16]([C:14]2[S:15][C:11]([C:3]3[C:2]([CH3:1])=[C:6]([C:7]([F:8])([F:9])[F:10])[O:5][N:4]=3)=[CH:12][CH:13]=2)=[O:18])[CH2:34][CH2:33][N:32]2[CH2:40][CH2:39][CH2:38][C@@H:37]12. The yield is 0.850. (3) The reactants are [F:1][C:2]([F:7])([F:6])[C:3]([OH:5])=[O:4].[F:8][C:9]([F:14])([F:13])[C:10]([OH:12])=[O:11].F[C:16](F)(F)[C:17](O)=[O:18].[CH3:22][C:23]1[CH:32]=[C:31]([CH2:33][O:34][C:35]2[CH:59]=[CH:58][C:38]([C:39]([NH:41][CH2:42][C:43]3([N:52]4[CH2:57][CH2:56][NH:55][CH2:54][CH2:53]4)[C:48](=[O:49])[NH:47][C:46](=[O:50])[NH:45][C:44]3=[O:51])=[O:40])=[CH:37][CH:36]=2)[C:30]2[C:25](=[CH:26][CH:27]=[CH:28][CH:29]=2)[N:24]=1.C(Cl)(=O)C. No catalyst specified. The product is [F:1][C:2]([F:7])([F:6])[C:3]([OH:5])=[O:4].[F:8][C:9]([F:14])([F:13])[C:10]([OH:12])=[O:11].[C:17]([N:55]1[CH2:54][CH2:53][N:52]([C:43]2([CH2:42][NH:41][C:39](=[O:40])[C:38]3[CH:37]=[CH:36][C:35]([O:34][CH2:33][C:31]4[C:30]5[C:25](=[CH:26][CH:27]=[CH:28][CH:29]=5)[N:24]=[C:23]([CH3:22])[CH:32]=4)=[CH:59][CH:58]=3)[C:44](=[O:51])[NH:45][C:46](=[O:50])[NH:47][C:48]2=[O:49])[CH2:57][CH2:56]1)(=[O:18])[CH3:16]. The yield is 0.310. (4) The yield is 0.690. The reactants are [CH2:1]([C:5]1[N:6]=[C:7]([CH3:27])[NH:8][C:9](=[O:26])[C:10]=1[CH2:11][C:12]1[CH:17]=[CH:16][C:15]([C:18]2[C:19]([C:24]#[N:25])=[CH:20][CH:21]=[CH:22][CH:23]=2)=[CH:14][CH:13]=1)[CH2:2][CH2:3][CH3:4].C(=O)([O-])[O-].[K+].[K+].Br.Br[CH2:36][C:37]1[CH:42]=[CH:41][CH:40]=[CH:39][N:38]=1.CN(C)C=O. The catalyst is C(OCC)(=O)C. The product is [CH2:1]([C:5]1[N:6]=[C:7]([CH3:27])[N:8]([CH2:36][C:37]2[CH:42]=[CH:41][CH:40]=[CH:39][N:38]=2)[C:9](=[O:26])[C:10]=1[CH2:11][C:12]1[CH:17]=[CH:16][C:15]([C:18]2[C:19]([C:24]#[N:25])=[CH:20][CH:21]=[CH:22][CH:23]=2)=[CH:14][CH:13]=1)[CH2:2][CH2:3][CH3:4]. (5) The catalyst is O1CCOCC1.O.C1C=CC(/C=C/C(/C=C/C2C=CC=CC=2)=O)=CC=1.C1C=CC(/C=C/C(/C=C/C2C=CC=CC=2)=O)=CC=1.C1C=CC(/C=C/C(/C=C/C2C=CC=CC=2)=O)=CC=1.[Pd].[Pd].COC1C=CC=C(OC)C=1C1C=CC=CC=1P(C1CCCCC1)C1CCCCC1. The reactants are Cl[C:2]1[CH:3]=[C:4]([C:23]2[C:28]3[S:29][C:30]4[CH:35]=[CH:34][CH:33]=[CH:32][C:31]=4[C:27]=3[CH:26]=[CH:25][CH:24]=2)[CH:5]=[C:6]([C:8]2[CH:20]=[CH:19][C:18]3[C:17]4[C:12](=[CH:13][CH:14]=[CH:15][CH:16]=4)[C:11]([CH3:22])([CH3:21])[C:10]=3[CH:9]=2)[CH:7]=1.[CH3:51][C:46]1([CH3:52])[C:47]([CH3:50])([CH3:49])[O:48][B:44]([B:44]2[O:48][C:47]([CH3:50])([CH3:49])[C:46]([CH3:52])([CH3:51])[O:45]2)[O:45]1.C([O-])(=O)C.[K+]. The product is [CH:26]1[C:27]2[C:31]3[CH:32]=[CH:33][CH:34]=[CH:35][C:30]=3[S:29][C:28]=2[C:23]([C:4]2[CH:3]=[C:2]([B:44]3[O:45][C:46]([CH3:51])([CH3:52])[C:47]([CH3:49])([CH3:50])[O:48]3)[CH:7]=[C:6]([C:8]3[CH:20]=[CH:19][C:18]4[C:17]5[C:12](=[CH:13][CH:14]=[CH:15][CH:16]=5)[C:11]([CH3:22])([CH3:21])[C:10]=4[CH:9]=3)[CH:5]=2)=[CH:24][CH:25]=1. The yield is 0.691.